From a dataset of Forward reaction prediction with 1.9M reactions from USPTO patents (1976-2016). Predict the product of the given reaction. Given the reactants [CH3:1][O:2][CH2:3][CH2:4][O:5][C:6]1[CH:14]=[C:13]2[C:9]([CH:10]=[C:11]([C:15]([O:17][CH3:18])=[O:16])[NH:12]2)=[CH:8][CH:7]=1.Cl[Sn](Cl)(Cl)Cl.C(Cl)Cl.[CH3:27][C:28]1[C:36]([N+:37]([O-:39])=[O:38])=[CH:35][CH:34]=[CH:33][C:29]=1[C:30](Cl)=[O:31].[O-]S([O-])(=O)=O.[Mg+2], predict the reaction product. The product is: [CH3:1][O:2][CH2:3][CH2:4][O:5][C:6]1[CH:14]=[C:13]2[C:9]([C:10]([C:30](=[O:31])[C:29]3[CH:33]=[CH:34][CH:35]=[C:36]([N+:37]([O-:39])=[O:38])[C:28]=3[CH3:27])=[C:11]([C:15]([O:17][CH3:18])=[O:16])[NH:12]2)=[CH:8][CH:7]=1.